From a dataset of Forward reaction prediction with 1.9M reactions from USPTO patents (1976-2016). Predict the product of the given reaction. (1) Given the reactants C(OC(=O)[N:7]([S:13]([C:16]1[CH:21]=[CH:20][C:19](F)=[C:18]([F:23])[CH:17]=1)(=[O:15])=[O:14])[C:8]1[S:9][CH:10]=[CH:11][N:12]=1)(C)(C)C.C([Li])CCC.[C:30]1([C:36]2[N:43]=[CH:42][CH:41]=[CH:40][C:37]=2[CH:38]=[O:39])[CH:35]=[CH:34][CH:33]=[CH:32][CH:31]=1.Cl, predict the reaction product. The product is: [F:23][C:18]1[CH:17]=[C:16]([S:13]([NH:7][C:8]2[S:9][CH:10]=[CH:11][N:12]=2)(=[O:14])=[O:15])[CH:21]=[CH:20][C:19]=1[CH:38]([OH:39])[C:37]1[C:36]([C:30]2[CH:31]=[CH:32][CH:33]=[CH:34][CH:35]=2)=[N:43][CH:42]=[CH:41][CH:40]=1. (2) Given the reactants [Cl:1][C:2]1[CH:3]=[CH:4][C:5]([N:32]2[CH:36]=[N:35][N:34]=[N:33]2)=[C:6]([C:8]2[CH:16]=[C:15]3[N:11]([CH:12]([C:17]4[NH:18][CH:19]=[C:20]([C:22]5[CH:30]=[CH:29][C:25]([C:26]([NH2:28])=O)=[CH:24][CH:23]=5)[N:21]=4)[CH2:13][CH2:14]3)[C:10](=[O:31])[CH:9]=2)[CH:7]=1.COC1C=CC(P2(SP(C3C=CC(OC)=CC=3)(=S)S2)=[S:46])=CC=1, predict the reaction product. The product is: [Cl:1][C:2]1[CH:3]=[CH:4][C:5]([N:32]2[CH:36]=[N:35][N:34]=[N:33]2)=[C:6]([C:8]2[CH:16]=[C:15]3[N:11]([CH:12]([C:17]4[NH:21][C:20]([C:22]5[CH:30]=[CH:29][C:25]([C:26](=[S:46])[NH2:28])=[CH:24][CH:23]=5)=[CH:19][N:18]=4)[CH2:13][CH2:14]3)[C:10](=[O:31])[CH:9]=2)[CH:7]=1. (3) Given the reactants [C:1]([C:3]1[CH:8]=[CH:7][C:6]([NH:9][C:10](=[O:18])[C:11]2[CH:16]=[CH:15][CH:14]=[CH:13][C:12]=2[CH3:17])=[CH:5][CH:4]=1)#[CH:2].Br[C:20]1[CH:21]=[N:22][CH:23]=[C:24]([CH:37]=1)[C:25]([N:27]=[S@@:28]([CH3:36])(=[O:35])[C:29]1[CH:34]=[CH:33][CH:32]=[CH:31][CH:30]=1)=[O:26], predict the reaction product. The product is: [CH3:17][C:12]1[CH:13]=[CH:14][CH:15]=[CH:16][C:11]=1[C:10]([NH:9][C:6]1[CH:5]=[CH:4][C:3]([C:1]#[C:2][C:20]2[CH:21]=[N:22][CH:23]=[C:24]([CH:37]=2)[C:25]([N:27]=[S@@:28]([CH3:36])(=[O:35])[C:29]2[CH:34]=[CH:33][CH:32]=[CH:31][CH:30]=2)=[O:26])=[CH:8][CH:7]=1)=[O:18]. (4) Given the reactants [Cl:1][C:2]1[CH:3]=[C:4]([C:8]2[N:13]=[C:12]3[CH2:14][CH2:15][CH2:16][C:11]3=[C:10]([NH:17][C:18]3[CH:23]=[CH:22][C:21]([CH2:24][C:25]([O:27]CC)=O)=[CH:20][CH:19]=3)[CH:9]=2)[CH:5]=[N:6][CH:7]=1.[Cl-].[NH4+:31].N, predict the reaction product. The product is: [Cl:1][C:2]1[CH:3]=[C:4]([C:8]2[N:13]=[C:12]3[CH2:14][CH2:15][CH2:16][C:11]3=[C:10]([NH:17][C:18]3[CH:19]=[CH:20][C:21]([CH2:24][C:25]([NH2:31])=[O:27])=[CH:22][CH:23]=3)[CH:9]=2)[CH:5]=[N:6][CH:7]=1. (5) Given the reactants [C:1]([C:4]1[CH:9]=[CH:8][CH:7]=[CH:6][CH:5]=1)(=[O:3])[CH3:2].CO[CH:12](OC)[N:13]([CH3:15])[CH3:14], predict the reaction product. The product is: [CH3:12][N:13]([CH3:15])/[CH:14]=[CH:2]/[C:1]([C:4]1[CH:9]=[CH:8][CH:7]=[CH:6][CH:5]=1)=[O:3].